Dataset: Catalyst prediction with 721,799 reactions and 888 catalyst types from USPTO. Task: Predict which catalyst facilitates the given reaction. (1) Reactant: S(Cl)(Cl)=O.[C:5]([C:7]1[CH:12]=[CH:11][C:10]([N:13]2[C:20](=[O:21])[C:16]3([CH2:19][CH2:18][CH2:17]3)[N:15]([C:22]3[CH:27]=[CH:26][C:25]([CH2:28][C:29]([OH:31])=O)=[CH:24][CH:23]=3)[C:14]2=[S:32])=[CH:9][C:8]=1[C:33]([F:36])([F:35])[F:34])#[N:6].[CH3:37][NH2:38]. Product: [CH3:37][NH:38][C:29](=[O:31])[CH2:28][C:25]1[CH:24]=[CH:23][C:22]([N:15]2[C:14](=[S:32])[N:13]([C:10]3[CH:11]=[CH:12][C:7]([C:5]#[N:6])=[C:8]([C:33]([F:35])([F:36])[F:34])[CH:9]=3)[C:20](=[O:21])[C:16]32[CH2:19][CH2:18][CH2:17]3)=[CH:27][CH:26]=1. The catalyst class is: 1. (2) Reactant: [Br:1][C:2]1[CH:3]=[CH:4][C:5]([C:8]([OH:10])=[O:9])=[N:6][CH:7]=1.S(=O)(=O)(O)O.[CH2:16](O)[CH3:17].C(=O)([O-])O.[Na+]. Product: [Br:1][C:2]1[CH:3]=[CH:4][C:5]([C:8]([O:10][CH2:16][CH3:17])=[O:9])=[N:6][CH:7]=1. The catalyst class is: 6. (3) Reactant: [Cl:1][C:2]1[C:3]([F:42])=[C:4]([CH:39]=[CH:40][CH:41]=1)[NH:5][C:6]1[C:15]2[C:10](=[CH:11][C:12]([O:37][CH3:38])=[C:13]([O:16][C@H:17]3[CH2:21][N:20]([C:22](OC(C)(C)C)=O)[C@H:19]([C:29]([N:31]4[CH2:36][CH2:35][O:34][CH2:33][CH2:32]4)=[O:30])[CH2:18]3)[CH:14]=2)[N:9]=[CH:8][N:7]=1.C=O. Product: [Cl:1][C:2]1[C:3]([F:42])=[C:4]([CH:39]=[CH:40][CH:41]=1)[NH:5][C:6]1[C:15]2[C:10](=[CH:11][C:12]([O:37][CH3:38])=[C:13]([O:16][C@H:17]3[CH2:21][N:20]([CH3:22])[CH:19]([C:29]([N:31]4[CH2:36][CH2:35][O:34][CH2:33][CH2:32]4)=[O:30])[CH2:18]3)[CH:14]=2)[N:9]=[CH:8][N:7]=1. The catalyst class is: 106. (4) Reactant: C[O:2][C:3](=[O:18])[C:4]1[CH:9]=[CH:8][C:7]([C:10]2[CH:15]=[C:14]([F:16])[CH:13]=[CH:12][C:11]=2[OH:17])=[N:6][CH:5]=1.[F:16][C:14]1[CH:13]=[CH:12][C:11]([OH:17])=[C:10]([C:7]2[CH:8]=[CH:9][C:4]([C:3]([OH:2])=[O:18])=[CH:5][N:6]=2)[CH:15]=1.[OH-].[Li+]. Product: [F:16][C:14]1[CH:13]=[CH:12][C:11]([OH:17])=[C:10]([C:7]2[CH:8]=[CH:9][C:4]([C:3]([OH:18])=[O:2])=[CH:5][N:6]=2)[CH:15]=1. The catalyst class is: 5.